Regression. Given two drug SMILES strings and cell line genomic features, predict the synergy score measuring deviation from expected non-interaction effect. From a dataset of NCI-60 drug combinations with 297,098 pairs across 59 cell lines. (1) Drug 1: C1CCC(CC1)NC(=O)N(CCCl)N=O. Drug 2: CN1C(=O)N2C=NC(=C2N=N1)C(=O)N. Cell line: DU-145. Synergy scores: CSS=1.75, Synergy_ZIP=0.273, Synergy_Bliss=4.81, Synergy_Loewe=-3.18, Synergy_HSA=0.457. (2) Drug 2: CNC(=O)C1=NC=CC(=C1)OC2=CC=C(C=C2)NC(=O)NC3=CC(=C(C=C3)Cl)C(F)(F)F. Cell line: NCI-H226. Drug 1: CC1=CC2C(CCC3(C2CCC3(C(=O)C)OC(=O)C)C)C4(C1=CC(=O)CC4)C. Synergy scores: CSS=26.5, Synergy_ZIP=3.19, Synergy_Bliss=-0.614, Synergy_Loewe=-19.2, Synergy_HSA=-5.25. (3) Drug 1: C1=CC(=CC=C1C#N)C(C2=CC=C(C=C2)C#N)N3C=NC=N3. Drug 2: C1CC(=O)NC(=O)C1N2C(=O)C3=CC=CC=C3C2=O. Cell line: EKVX. Synergy scores: CSS=5.51, Synergy_ZIP=0.316, Synergy_Bliss=3.69, Synergy_Loewe=5.31, Synergy_HSA=2.52.